This data is from Full USPTO retrosynthesis dataset with 1.9M reactions from patents (1976-2016). The task is: Predict the reactants needed to synthesize the given product. (1) Given the product [CH2:1]([N:8]([CH2:23][C:20]1[S:19][C:18]([Cl:17])=[N:22][CH:21]=1)[C:9]1[CH2:13][O:12][C:11](=[O:14])[CH:10]=1)[C:2]1[CH:3]=[CH:4][CH:5]=[CH:6][CH:7]=1, predict the reactants needed to synthesize it. The reactants are: [CH2:1]([NH:8][C:9]1[CH2:13][O:12][C:11](=[O:14])[CH:10]=1)[C:2]1[CH:7]=[CH:6][CH:5]=[CH:4][CH:3]=1.[OH-].[Na+].[Cl:17][C:18]1[S:19][C:20]([CH2:23]Cl)=[CH:21][N:22]=1. (2) The reactants are: Br[C:2]1[CH:7]=[N:6][C:5]2=[C:8]([NH:11][CH2:12][CH:13]([OH:16])[CH2:14][OH:15])[S:9][N:10]=[C:4]2[CH:3]=1.[CH3:17][O:18][C:19]1[CH:20]=[C:21](B(O)O)[CH:22]=[CH:23][C:24]=1[O:25][CH3:26].C([O-])([O-])=O.[K+].[K+]. Given the product [CH3:17][O:18][C:19]1[CH:20]=[C:21]([C:2]2[CH:7]=[N:6][C:5]3=[C:8]([NH:11][CH2:12][CH:13]([OH:16])[CH2:14][OH:15])[S:9][N:10]=[C:4]3[CH:3]=2)[CH:22]=[CH:23][C:24]=1[O:25][CH3:26], predict the reactants needed to synthesize it. (3) Given the product [OH:24][C@H:25]1[CH2:44][N:28]2[C:29](=[O:43])[N:30]([C:32]3[CH:37]=[CH:36][C:35]([O:38][C:39]([F:42])([F:40])[F:41])=[CH:34][CH:33]=3)[CH2:31][C@@H:27]2[CH2:26]1, predict the reactants needed to synthesize it. The reactants are: [F-].C([N+](CCCC)(CCCC)CCCC)CCC.C([Si](C1C=CC=CC=1)(C1C=CC=CC=1)[O:24][C@H:25]1[CH2:44][N:28]2[C:29](=[O:43])[N:30]([C:32]3[CH:37]=[CH:36][C:35]([O:38][C:39]([F:42])([F:41])[F:40])=[CH:34][CH:33]=3)[CH2:31][C@@H:27]2[CH2:26]1)(C)(C)C.O. (4) Given the product [CH2:1]([NH:4][C:5]([C:7]1[C:15]([I:16])=[C:14]([NH:17][C:25]([CH2:24][O:23][C:20](=[O:22])[CH3:21])=[O:26])[C:13]([I:18])=[C:9]([C:10]([Cl:12])=[O:11])[C:8]=1[I:19])=[O:6])[CH:2]=[CH2:3], predict the reactants needed to synthesize it. The reactants are: [CH2:1]([NH:4][C:5]([C:7]1[C:8]([I:19])=[C:9]([C:13]([I:18])=[C:14]([NH2:17])[C:15]=1[I:16])[C:10]([Cl:12])=[O:11])=[O:6])[CH:2]=[CH2:3].[C:20]([O:23][CH2:24][C:25](Cl)=[O:26])(=[O:22])[CH3:21]. (5) Given the product [Br:16][C:17]1[N:22]=[C:21]([C:23](=[O:24])[CH2:7][C:8]([C:10]2[CH:11]=[N:12][CH:13]=[CH:14][CH:15]=2)=[O:9])[CH:20]=[CH:19][CH:18]=1, predict the reactants needed to synthesize it. The reactants are: CC(C)([O-])C.[K+].[CH3:7][C:8]([C:10]1[CH:15]=[CH:14][CH:13]=[N:12][CH:11]=1)=[O:9].[Br:16][C:17]1[N:22]=[C:21]([C:23](OCC)=[O:24])[CH:20]=[CH:19][CH:18]=1.O. (6) Given the product [NH2:15][C:14]1[C:9]([N:8]([CH2:29][C:30]2[CH:35]=[CH:34][CH:33]=[CH:32][CH:31]=2)[CH2:1][C:2]2[CH:7]=[CH:6][CH:5]=[CH:4][CH:3]=2)=[N:10][C:11]([CH3:28])=[C:12]([CH3:27])[C:13]=1[NH:18][CH2:19][C:20]1([OH:26])[CH2:25][CH2:24][CH2:23][CH2:22][CH2:21]1, predict the reactants needed to synthesize it. The reactants are: [CH2:1]([N:8]([CH2:29][C:30]1[CH:35]=[CH:34][CH:33]=[CH:32][CH:31]=1)[C:9]1[C:14]([N+:15]([O-])=O)=[C:13]([NH:18][CH2:19][C:20]2([OH:26])[CH2:25][CH2:24][CH2:23][CH2:22][CH2:21]2)[C:12]([CH3:27])=[C:11]([CH3:28])[N:10]=1)[C:2]1[CH:7]=[CH:6][CH:5]=[CH:4][CH:3]=1.